This data is from Forward reaction prediction with 1.9M reactions from USPTO patents (1976-2016). The task is: Predict the product of the given reaction. (1) Given the reactants [C:1](=[O:4])([O-:3])[NH2:2].C([O:9][C:10]([C:12]([NH2:22])([C:16]1[CH:21]=[CH:20][CH:19]=[CH:18][CH:17]=1)[C:13]([OH:15])=O)=[O:11])(C)(C)C.[CH2:23](N)[C:24]1[CH:29]=[CH:28][CH:27]=[CH:26][CH:25]=1, predict the reaction product. The product is: [C:10]([OH:11])(=[O:9])/[CH:12]=[CH:13]/[C:1]([OH:3])=[O:4].[CH2:1]([NH:2][C:13](=[O:15])[CH:12]([NH:22][CH2:23][C:24]1[CH:29]=[CH:28][CH:27]=[CH:26][CH:25]=1)[C:16]1[CH:17]=[CH:18][CH:19]=[CH:20][CH:21]=1)[C:16]1[CH:21]=[CH:20][CH:19]=[CH:18][CH:17]=1. (2) Given the reactants [Br-].O([P+](C1C=CC=CC=1)(C1C=CC=CC=1)C1C=CC=CC=1)[CH2:3][CH2:4][CH2:5][CH3:6].CC(C)([O-])C.[K+].[F:32][C:33]1[CH:34]=[C:35]([C@H:39]2[CH2:44][CH2:43][C@H:42]([CH:45]=O)[CH2:41][CH2:40]2)[CH:36]=[CH:37][CH:38]=1.O, predict the reaction product. The product is: [F:32][C:33]1[CH:34]=[C:35]([C@H:39]2[CH2:44][CH2:43][C@H:42]([CH:45]=[CH:3][CH2:4][CH2:5][CH3:6])[CH2:41][CH2:40]2)[CH:36]=[CH:37][CH:38]=1. (3) The product is: [C:1]([S:4][CH2:5][C:6]([NH:8][CH:9]([CH2:24][C:25]([OH:27])=[O:26])[C:10](=[O:23])[CH2:11][O:12][C:13](=[O:22])[C:14]1[C:15]([Cl:21])=[CH:16][CH:17]=[CH:18][C:19]=1[Cl:20])=[O:7])(=[O:3])[CH3:2]. Given the reactants [C:1]([S:4][CH2:5][C:6]([NH:8][CH:9]([CH2:24][C:25]([O:27]C(C)(C)C)=[O:26])[C:10](=[O:23])[CH2:11][O:12][C:13](=[O:22])[C:14]1[C:19]([Cl:20])=[CH:18][CH:17]=[CH:16][C:15]=1[Cl:21])=[O:7])(=[O:3])[CH3:2].FC(F)(F)C(O)=O, predict the reaction product. (4) Given the reactants Cl[C:2]1[N:7]=[C:6]([CH2:8][CH2:9][C:10]2[CH:15]=[CH:14][CH:13]=[CH:12][C:11]=2[C:16]2([C:19]([NH2:21])=[O:20])[CH2:18][CH2:17]2)[C:5]([CH3:22])=[CH:4][N:3]=1.[NH2:23][C:24]1[CH:29]=[CH:28][C:27]([CH:30]([NH:32][C:33](=[O:39])[O:34][C:35]([CH3:38])([CH3:37])[CH3:36])[CH3:31])=[CH:26][CH:25]=1.CC1(C)C2C(=C(P(C3C=CC=CC=3)C3C=CC=CC=3)C=CC=2)OC2C(P(C3C=CC=CC=3)C3C=CC=CC=3)=CC=CC1=2.C([O-])([O-])=O.[Cs+].[Cs+], predict the reaction product. The product is: [C:19]([C:16]1([C:11]2[CH:12]=[CH:13][CH:14]=[CH:15][C:10]=2[CH2:9][CH2:8][C:6]2[C:5]([CH3:22])=[CH:4][N:3]=[C:2]([NH:23][C:24]3[CH:29]=[CH:28][C:27]([CH:30]([NH:32][C:33](=[O:39])[O:34][C:35]([CH3:38])([CH3:37])[CH3:36])[CH3:31])=[CH:26][CH:25]=3)[N:7]=2)[CH2:18][CH2:17]1)(=[O:20])[NH2:21]. (5) Given the reactants N[C@H:2]([CH2:6][CH:7]1[CH2:11][CH2:10][CH2:9][CH2:8]1)[C:3]([OH:5])=[O:4].[OH:12]S(O)(=O)=O.N([O-])=O.[Na+], predict the reaction product. The product is: [CH:7]1([CH2:6][C@@H:2]([OH:12])[C:3]([OH:5])=[O:4])[CH2:11][CH2:10][CH2:9][CH2:8]1. (6) Given the reactants [CH3:1][C:2]1[C:3]([CH:9]=[N:10]O)=[N:4][CH:5]=[C:6]([CH3:8])[CH:7]=1.[NH4+].[OH-].C([O-])(=O)C.[NH4+], predict the reaction product. The product is: [CH3:1][C:2]1[C:3]([CH2:9][NH2:10])=[N:4][CH:5]=[C:6]([CH3:8])[CH:7]=1.